This data is from Full USPTO retrosynthesis dataset with 1.9M reactions from patents (1976-2016). The task is: Predict the reactants needed to synthesize the given product. (1) Given the product [Cl:52][CH2:2][CH:3]1[O:7][N:6]=[C:5]([C:8]2[N:13]=[CH:12][C:11]([C:14]3[CH:19]=[CH:18][C:17]([N:20]4[CH2:24][C@H:23]([CH2:25][NH:26][C:27](=[O:29])[CH3:28])[O:22][C:21]4=[O:30])=[CH:16][C:15]=3[F:31])=[CH:10][CH:9]=2)[CH2:4]1, predict the reactants needed to synthesize it. The reactants are: O[CH2:2][CH:3]1[O:7][N:6]=[C:5]([C:8]2[N:13]=[CH:12][C:11]([C:14]3[CH:19]=[CH:18][C:17]([N:20]4[CH2:24][C@H:23]([CH2:25][NH:26][C:27](=[O:29])[CH3:28])[O:22][C:21]4=[O:30])=[CH:16][C:15]=3[F:31])=[CH:10][CH:9]=2)[CH2:4]1.C1(P(C2C=CC=CC=2)C2C=CC=CC=2)C=CC=CC=1.C(Cl)(Cl)(Cl)[Cl:52]. (2) The reactants are: [Cl:1][C:2]1[CH:3]=[C:4]([CH:10]=[CH:11][C:12]=1[Cl:13])/[CH:5]=[CH:6]/[C:7]([OH:9])=O.Cl.[CH3:15][CH:16]1[CH2:22][NH:21][CH2:20][CH2:19][NH:18][C:17]1=[O:23]. Given the product [Cl:1][C:2]1[CH:3]=[C:4](/[CH:5]=[CH:6]/[C:7]([N:21]2[CH2:22][CH:16]([CH3:15])[C:17](=[O:23])[NH:18][CH2:19][CH2:20]2)=[O:9])[CH:10]=[CH:11][C:12]=1[Cl:13], predict the reactants needed to synthesize it. (3) The reactants are: [Na].[N:2]1[CH:7]=[CH:6][C:5]([N:8]2[CH2:13][CH2:12][C:11](=O)[CH2:10][CH2:9]2)=[CH:4][CH:3]=1.Cl.[CH2:16]([O:18][C:19](=[O:22])[CH2:20][NH2:21])[CH3:17]. Given the product [N:2]1[CH:7]=[CH:6][C:5]([N:8]2[CH2:13][CH2:12][CH:11]([NH:21][CH2:20][C:19]([O:18][CH2:16][CH3:17])=[O:22])[CH2:10][CH2:9]2)=[CH:4][CH:3]=1, predict the reactants needed to synthesize it. (4) Given the product [CH3:1][C:2]1[C:3]2[CH:13]=[CH:12][CH:11]=[CH:10][C:4]=2[S:5][C:6]=1[C:7](=[N:20][S@@:18]([C:15]([CH3:17])([CH3:16])[CH3:14])=[O:19])[CH3:8], predict the reactants needed to synthesize it. The reactants are: [CH3:1][C:2]1[C:3]2[CH:13]=[CH:12][CH:11]=[CH:10][C:4]=2[S:5][C:6]=1[C:7](=O)[CH3:8].[CH3:14][C:15]([S@:18]([NH2:20])=[O:19])([CH3:17])[CH3:16].[Na+].[Cl-]. (5) Given the product [F:37][CH:2]([F:1])[C:3]1[N:7]([C:8]2[N:13]=[C:12]([N:14]3[CH2:15][CH2:16][O:17][CH2:18][CH2:19]3)[N:11]=[C:10]([N:20]3[CH2:21][CH2:22][N:23]([S:26]([CH2:29][CH2:30][N:38]4[CH2:43][CH2:42][CH2:41][CH2:40][CH2:39]4)(=[O:28])=[O:27])[CH2:24][CH2:25]3)[N:9]=2)[C:6]2[CH:31]=[CH:32][CH:33]=[C:34]([O:35][CH3:36])[C:5]=2[N:4]=1, predict the reactants needed to synthesize it. The reactants are: [F:1][CH:2]([F:37])[C:3]1[N:7]([C:8]2[N:13]=[C:12]([N:14]3[CH2:19][CH2:18][O:17][CH2:16][CH2:15]3)[N:11]=[C:10]([N:20]3[CH2:25][CH2:24][N:23]([S:26]([CH:29]=[CH2:30])(=[O:28])=[O:27])[CH2:22][CH2:21]3)[N:9]=2)[C:6]2[CH:31]=[CH:32][CH:33]=[C:34]([O:35][CH3:36])[C:5]=2[N:4]=1.[NH:38]1[CH2:43][CH2:42][CH2:41][CH2:40][CH2:39]1.O1CCOCC1.